The task is: Regression. Given a peptide amino acid sequence and an MHC pseudo amino acid sequence, predict their binding affinity value. This is MHC class II binding data.. This data is from Peptide-MHC class II binding affinity with 134,281 pairs from IEDB. The peptide sequence is AAIHEMFVNTLQMSS. The MHC is HLA-DQA10101-DQB10501 with pseudo-sequence HLA-DQA10101-DQB10501. The binding affinity (normalized) is 0.764.